From a dataset of Full USPTO retrosynthesis dataset with 1.9M reactions from patents (1976-2016). Predict the reactants needed to synthesize the given product. (1) Given the product [NH:1]1[C:2]2([CH2:7][CH2:6][CH2:5][CH2:4][CH2:3]2)[CH2:8][O:9][CH2:10]1, predict the reactants needed to synthesize it. The reactants are: [NH2:1][C:2]1([CH2:8][OH:9])[CH2:7][CH2:6][CH2:5][CH2:4][CH2:3]1.[CH3:10]O.C=O. (2) Given the product [F:30][C:2]([F:1])([F:29])[O:3][C:4]1[CH:9]=[CH:8][C:7]([N:10]2[CH:14]=[N:13][C:12]([C:15]3[CH:20]=[CH:19][C:18]([CH:21]([CH3:28])[CH2:22][C:23]([O:25][CH2:26][CH3:27])=[O:24])=[CH:17][CH:16]=3)=[N:11]2)=[CH:6][CH:5]=1, predict the reactants needed to synthesize it. The reactants are: [F:1][C:2]([F:30])([F:29])[O:3][C:4]1[CH:9]=[CH:8][C:7]([N:10]2[CH:14]=[N:13][C:12]([C:15]3[CH:20]=[CH:19][C:18](/[C:21](/[CH3:28])=[CH:22]/[C:23]([O:25][CH2:26][CH3:27])=[O:24])=[CH:17][CH:16]=3)=[N:11]2)=[CH:6][CH:5]=1. (3) Given the product [Cl:22][C:5]1[C:4]2[C:9](=[CH:10][CH:11]=[C:2]([C:29]([C:28]3[N:24]([CH3:23])[CH:25]=[N:26][CH:27]=3)([C:31]3[CH:36]=[CH:35][N:34]=[C:33]([C:37]([F:40])([F:38])[F:39])[CH:32]=3)[OH:30])[CH:3]=2)[N:8]=[C:7]([O:12][CH3:13])[C:6]=1[CH2:14][N:15]([CH3:21])[CH2:16][C:17]([F:20])([F:19])[F:18], predict the reactants needed to synthesize it. The reactants are: Br[C:2]1[CH:3]=[C:4]2[C:9](=[CH:10][CH:11]=1)[N:8]=[C:7]([O:12][CH3:13])[C:6]([CH2:14][N:15]([CH3:21])[CH2:16][C:17]([F:20])([F:19])[F:18])=[C:5]2[Cl:22].[CH3:23][N:24]1[C:28]([C:29]([C:31]2[CH:36]=[CH:35][N:34]=[C:33]([C:37]([F:40])([F:39])[F:38])[CH:32]=2)=[O:30])=[CH:27][N:26]=[CH:25]1.FC(F)(F)C1C=C(C=O)C=CN=1. (4) Given the product [OH:9][CH2:7][C@H:5]1[N:6]([C:25]([O:27][CH2:28][C:29]2[CH:34]=[CH:33][CH:32]=[CH:31][CH:30]=2)=[O:26])[CH2:11][C@@H:10]2[C@H:4]1[CH2:15]2, predict the reactants needed to synthesize it. The reactants are: CC1S[C:4]([C:10]2[CH:15]=CC=C[CH:11]=2)=[C:5]([C:7]([OH:9])=O)[N:6]=1.C(N(C(C)C)CC)(C)C.[C:25](Cl)([O:27][CH2:28][C:29]1[CH:34]=[CH:33][CH:32]=[CH:31][CH:30]=1)=[O:26]. (5) Given the product [C:19]([O:22][C:23](=[O:24])[NH:10][C:8]1[CH:9]=[C:4]([O:3][CH2:1][CH3:2])[C:5]([C:14]([F:15])([F:16])[F:17])=[CH:6][C:7]=1[N+:11]([O-:13])=[O:12])([CH3:21])([CH3:20])[CH3:18], predict the reactants needed to synthesize it. The reactants are: [CH2:1]([O:3][C:4]1[C:5]([C:14]([F:17])([F:16])[F:15])=[CH:6][C:7]([N+:11]([O-:13])=[O:12])=[C:8]([NH2:10])[CH:9]=1)[CH3:2].[CH3:18][C:19]([O:22][C:23](O[C:23]([O:22][C:19]([CH3:21])([CH3:20])[CH3:18])=[O:24])=[O:24])([CH3:21])[CH3:20].C(O)(C(F)(F)F)=O. (6) Given the product [CH3:15][N:8]1[N:7]=[CH:6][C:5]2[C:10](=[CH:11][CH:12]=[CH:13][C:4]=2[N+:1]([O-:3])=[O:2])[C:9]1=[O:14], predict the reactants needed to synthesize it. The reactants are: [N+:1]([C:4]1[CH:13]=[CH:12][CH:11]=[C:10]2[C:5]=1[CH:6]=[N:7][NH:8][C:9]2=[O:14])([O-:3])=[O:2].[C:15](=O)([O-])[O-].[K+].[K+].CI. (7) Given the product [CH3:3][C:2]([CH3:5])([CH3:4])[C:6]#[C:7][CH:8]([OH:9])[CH:10]=[CH2:11], predict the reactants needed to synthesize it. The reactants are: [Li].[C:2]([C:6]#[CH:7])([CH3:5])([CH3:4])[CH3:3].[CH:8]([CH:10]=[CH2:11])=[O:9].C(O)(C)C. (8) Given the product [ClH:35].[ClH:35].[ClH:35].[CH3:34][N:32]1[CH:33]=[C:29]([C:22]2[N:21]=[C:20]([C:18]3[CH:17]=[N:16][N:15]([C:4]4([CH2:3][C:1]#[N:2])[CH2:7][NH:6][CH2:5]4)[CH:19]=3)[N:25]3[CH:26]=[CH:27][N:28]=[C:24]3[CH:23]=2)[CH:30]=[N:31]1, predict the reactants needed to synthesize it. The reactants are: [C:1]([CH2:3][C:4]1([N:15]2[CH:19]=[C:18]([C:20]3[N:25]4[CH:26]=[CH:27][N:28]=[C:24]4[CH:23]=[C:22]([C:29]4[CH:30]=[N:31][N:32]([CH3:34])[CH:33]=4)[N:21]=3)[CH:17]=[N:16]2)[CH2:7][N:6](C(OC(C)(C)C)=O)[CH2:5]1)#[N:2].[ClH:35]. (9) Given the product [Br:9][CH2:10][CH2:11][CH2:12][N:1]1[C:6](=[O:7])[CH2:5][CH2:4][CH2:3][C:2]1=[O:8], predict the reactants needed to synthesize it. The reactants are: [NH:1]1[C:6](=[O:7])[CH2:5][CH2:4][CH2:3][C:2]1=[O:8].[Br:9][CH2:10][CH2:11][CH2:12]Br.C(=O)([O-])[O-].[K+].[K+].